From a dataset of Forward reaction prediction with 1.9M reactions from USPTO patents (1976-2016). Predict the product of the given reaction. (1) The product is: [CH:1](/[C:4](=[CH:8]\[CH:9]=[C:10]([CH3:12])[CH3:11])/[CH2:5][OH:6])([CH3:3])[CH3:2]. Given the reactants [CH:1](/[C:4](=[CH:8]\[CH:9]=[C:10]([CH3:12])[CH3:11])/[C:5](O)=[O:6])([CH3:3])[CH3:2].O1CCCC1.[H-].[Al+3].[Li+].[H-].[H-].[H-].[OH-].[Na+], predict the reaction product. (2) The product is: [CH2:1]([C@@H:8]([NH:15][C:16](=[O:22])[O:17][C:18]([CH3:19])([CH3:20])[CH3:21])[C:9](=[O:10])[CH3:24])[C:2]1[CH:3]=[CH:4][CH:5]=[CH:6][CH:7]=1. Given the reactants [CH2:1]([C@@H:8]([NH:15][C:16](=[O:22])[O:17][C:18]([CH3:21])([CH3:20])[CH3:19])[C:9](N(OC)C)=[O:10])[C:2]1[CH:7]=[CH:6][CH:5]=[CH:4][CH:3]=1.O1CCC[CH2:24]1, predict the reaction product. (3) The product is: [NH2:29][C:27]1[CH:26]=[CH:25][C:3]([O:4][C:5]2[CH:10]=[CH:9][N:8]=[CH:7][C:6]=2[C:11]#[C:12][CH2:13][N:14]2[CH2:18][C@@H:17]([N:19]3[CH2:23][CH2:22][CH2:21][CH2:20]3)[C@H:16]([OH:24])[CH2:15]2)=[C:2]([F:1])[CH:28]=1. Given the reactants [F:1][C:2]1[CH:28]=[C:27]([N+:29]([O-])=O)[CH:26]=[CH:25][C:3]=1[O:4][C:5]1[CH:10]=[CH:9][N:8]=[CH:7][C:6]=1[C:11]#[C:12][CH2:13][N:14]1[CH2:18][C@@H:17]([N:19]2[CH2:23][CH2:22][CH2:21][CH2:20]2)[C@H:16]([OH:24])[CH2:15]1.CN(C=O)C.CCO, predict the reaction product. (4) Given the reactants [OH:1][N:2]=[C:3](Cl)[C:4]1[C:8]([NH:9][CH2:10][CH2:11][O:12][CH3:13])=[N:7][O:6][N:5]=1.[NH2:15][C:16]1[CH:17]=[CH:18][C:19]([F:24])=[C:20]([CH:23]=1)[C:21]#[N:22], predict the reaction product. The product is: [C:21]([C:20]1[CH:23]=[C:16]([NH:15][C:3]([C:4]2[C:8]([NH:9][CH2:10][CH2:11][O:12][CH3:13])=[N:7][O:6][N:5]=2)=[N:2][OH:1])[CH:17]=[CH:18][C:19]=1[F:24])#[N:22]. (5) The product is: [CH2:25]([C:3]1([CH2:1][CH3:2])[CH2:4][CH:5]([CH2:9][CH2:10][N:39]2[CH2:38][CH2:37][N:36]([C:31]3[CH:32]=[CH:33][CH:34]=[CH:35][C:30]=3[CH:27]([CH3:29])[CH3:28])[CH2:41][CH2:40]2)[O:6][C:7]1=[O:8])[CH3:26]. Given the reactants [CH2:1]([C:3]1([CH2:25][CH3:26])[C:7](=[O:8])[O:6][CH:5]([CH2:9][CH2:10]N2CCN(C3C=CC=CC=3C#N)CC2)[CH2:4]1)[CH3:2].[CH:27]([C:30]1[CH:35]=[CH:34][CH:33]=[CH:32][C:31]=1[N:36]1[CH2:41][CH2:40][NH:39][CH2:38][CH2:37]1)([CH3:29])[CH3:28].N1(C2C=CC=CC=2C#N)CCNCC1, predict the reaction product.